This data is from Full USPTO retrosynthesis dataset with 1.9M reactions from patents (1976-2016). The task is: Predict the reactants needed to synthesize the given product. (1) Given the product [O:24]=[S:16]1(=[O:25])[C:17]2[CH:23]=[CH:22][CH:21]=[CH:20][C:18]=2[CH2:19][N:13]([C:4]2[CH:3]=[C:2]([N:30]3[CH2:31][C:27]([CH3:33])([CH3:26])[C@@H:28]([OH:32])[CH2:29]3)[C:11]3[C:6](=[CH:7][CH:8]=[C:9]([CH3:12])[CH:10]=3)[N:5]=2)[CH2:14][CH2:15]1, predict the reactants needed to synthesize it. The reactants are: Cl[C:2]1[C:11]2[C:6](=[CH:7][CH:8]=[C:9]([CH3:12])[CH:10]=2)[N:5]=[C:4]([N:13]2[CH2:19][C:18]3[CH:20]=[CH:21][CH:22]=[CH:23][C:17]=3[S:16](=[O:25])(=[O:24])[CH2:15][CH2:14]2)[CH:3]=1.[CH3:26][C:27]1([CH3:33])[CH2:31][NH:30][CH2:29][C@@H:28]1[OH:32]. (2) Given the product [C:26]([O:29][C:30](=[O:31])[NH:2][CH2:3][C:4]([C:6]1[CH:11]=[CH:10][C:9]([O:12][CH2:13][C:14]2[CH:19]=[CH:18][CH:17]=[CH:16][CH:15]=2)=[CH:8][CH:7]=1)=[O:5])([CH3:28])([CH3:27])[CH3:25], predict the reactants needed to synthesize it. The reactants are: Cl.[NH2:2][CH2:3][C:4]([C:6]1[CH:11]=[CH:10][C:9]([O:12][CH2:13][C:14]2[CH:19]=[CH:18][CH:17]=[CH:16][CH:15]=2)=[CH:8][CH:7]=1)=[O:5].C([O-])(O)=O.[Na+].[CH3:25][C:26]([O:29][C:30](O[C:30]([O:29][C:26]([CH3:28])([CH3:27])[CH3:25])=[O:31])=[O:31])([CH3:28])[CH3:27]. (3) Given the product [Br:1][C:2]1[C:8]([O:9][CH3:10])=[CH:7][CH:6]=[C:5]2[C:3]=1[N:4]=[C:14]([O:13][CH2:11][CH3:12])[CH:23]=[C:22]2[O:24][CH:25]1[CH2:42][CH:41]2[CH:27]([C:28](=[O:48])[N:29]([CH3:47])[CH2:30][CH2:31][CH2:32][CH2:33][CH:34]=[CH:35][CH:36]3[C:38]([C:44]([OH:46])=[O:45])([NH:39][C:40]2=[O:43])[CH2:37]3)[CH2:26]1, predict the reactants needed to synthesize it. The reactants are: [Br:1][C:2]1[C:8]([O:9][CH3:10])=[CH:7][CH:6]=[CH:5][C:3]=1[NH2:4].[CH2:11]([O:13][C:14]1[CH:23]=[C:22]([O:24][CH:25]2[CH2:42][CH:41]3[CH:27]([C:28](=[O:48])[N:29]([CH3:47])[CH2:30][CH2:31][CH2:32][CH2:33][CH:34]=[CH:35][CH:36]4[C:38]([C:44]([OH:46])=[O:45])([NH:39][C:40]3=[O:43])[CH2:37]4)[CH2:26]2)C2C(=C(C)C(OC)=CC=2)N=1)[CH3:12]. (4) Given the product [C:46]([O:45][C:43](=[O:44])[CH2:42][O:38][C:37]1[CH:36]=[CH:35][C:7]([O:8][C:9]2[CH:10]=[CH:11][C:12]([CH2:16][N:17]3[CH2:22][CH2:21][CH:20]([N:23]4[C@H:27]([C:28]5[CH:33]=[CH:32][CH:31]=[CH:30][CH:29]=5)[CH2:26][O:25][C:24]4=[O:34])[CH2:19][CH2:18]3)=[C:13]([CH3:15])[N:14]=2)=[CH:6][C:5]=1[C:1]([CH3:4])([CH3:2])[CH3:3])([CH3:49])([CH3:48])[CH3:47], predict the reactants needed to synthesize it. The reactants are: [C:1]([C:5]1[CH:6]=[C:7]([CH:35]=[CH:36][C:37]=1[OH:38])[O:8][C:9]1[N:14]=[C:13]([CH3:15])[C:12]([CH2:16][N:17]2[CH2:22][CH2:21][CH:20]([N:23]3[C@H:27]([C:28]4[CH:33]=[CH:32][CH:31]=[CH:30][CH:29]=4)[CH2:26][O:25][C:24]3=[O:34])[CH2:19][CH2:18]2)=[CH:11][CH:10]=1)([CH3:4])([CH3:3])[CH3:2].[H-].[Na+].Br[CH2:42][C:43]([O:45][C:46]([CH3:49])([CH3:48])[CH3:47])=[O:44]. (5) Given the product [CH3:31][O:32][C:33](=[O:59])[C:34]([N:44]([C:52]([O:54][C:55]([CH3:58])([CH3:57])[CH3:56])=[O:53])[C:45]([O:47][C:48]([CH3:51])([CH3:50])[CH3:49])=[O:46])=[CH2:35], predict the reactants needed to synthesize it. The reactants are: COC(=O)C(NC(OC(C)(C)C)=O)CO.C(OC(OC(OC(C)(C)C)=O)=O)(C)(C)C.[CH3:31][O:32][C:33](=[O:59])[CH:34]([N:44]([C:52]([O:54][C:55]([CH3:58])([CH3:57])[CH3:56])=[O:53])[C:45]([O:47][C:48]([CH3:51])([CH3:50])[CH3:49])=[O:46])[CH2:35]OC(OC(C)(C)C)=O. (6) The reactants are: [CH3:1][O:2][P:3]([CH:7]([C:9]1C=CC=CC=1)O)([O:5][CH3:6])=[O:4].C(N([CH2:20][CH3:21])CC)C.[CH2:22]([O:24][C:25](=[O:30])[C:26]([CH2:28]Cl)=[CH2:27])[CH3:23].Cl.C(N(CC)CC)C.C1[CH2:43][O:42][CH2:41][CH2:40]1. Given the product [CH2:22]([O:24][C:25](=[O:30])[C:26](=[CH2:27])[CH2:28][CH2:9][CH:7]([P:3]([O:2][CH3:1])([O:5][CH3:6])=[O:4])[C:21]1[CH:20]=[CH:43][O:42][CH2:41][CH:40]=1)[CH3:23], predict the reactants needed to synthesize it. (7) Given the product [F:25][C:26]1[CH:31]=[CH:30][C:29]([N:32]2[C:5]([C:7]3[C:12](=[O:13])[CH:11]=[CH:10][N:9]([C:14]4[CH:19]=[CH:18][CH:17]=[C:16]([S:20]([CH3:23])(=[O:22])=[O:21])[CH:15]=4)[N:8]=3)=[CH:4][CH:3]=[N:2]2)=[CH:28][CH:27]=1, predict the reactants needed to synthesize it. The reactants are: C[N:2](C)/[CH:3]=[CH:4]/[C:5]([C:7]1[C:12](=[O:13])[CH:11]=[CH:10][N:9]([C:14]2[CH:19]=[CH:18][CH:17]=[C:16]([S:20]([CH3:23])(=[O:22])=[O:21])[CH:15]=2)[N:8]=1)=O.[F:25][C:26]1[CH:31]=[CH:30][C:29]([NH:32]N)=[CH:28][CH:27]=1.